Dataset: hERG Central: cardiac toxicity at 1µM, 10µM, and general inhibition. Task: Predict hERG channel inhibition at various concentrations. (1) The drug is COc1ccc(C(CNC(=O)c2cc3c(s2)CCC(C)C3)N2CCOCC2)cc1. Results: hERG_inhib (hERG inhibition (general)): blocker. (2) Results: hERG_inhib (hERG inhibition (general)): blocker. The molecule is Fc1ccccc1C1c2[nH]c3ccccc3c2CCN1Cc1ccoc1. (3) The drug is O=c1[nH]c(=S)n(Cc2ccc(F)cc2)c(O)c1C=NCC1CCCO1. Results: hERG_inhib (hERG inhibition (general)): blocker. (4) The drug is CN(C)CCCNC(=O)c1cc(C(=O)c2ccc(F)cc2)c[nH]1. Results: hERG_inhib (hERG inhibition (general)): blocker. (5) Results: hERG_inhib (hERG inhibition (general)): blocker. The molecule is Cc1ccc(C(=O)NC(C)c2ccc(-n3ccnc3)cc2)cc1. (6) The molecule is COc1cc(N/C(N)=N/c2nc(C)cc(C)n2)c(OC)cc1Cl. Results: hERG_inhib (hERG inhibition (general)): blocker.